This data is from Forward reaction prediction with 1.9M reactions from USPTO patents (1976-2016). The task is: Predict the product of the given reaction. (1) Given the reactants [CH2:1]([NH:3][N:4]=[CH:5][C:6](=[O:8])[CH3:7])[CH3:2].[C:9]([C:13]1[CH:18]=[CH:17][C:16]([C:19](=O)[CH:20]=[O:21])=[CH:15][CH:14]=1)([CH3:12])([CH3:11])[CH3:10], predict the reaction product. The product is: [C:9]([C:13]1[CH:18]=[CH:17][C:16]([C:19]2[N:3]([CH2:1][CH3:2])[N:4]=[C:5]([C:6](=[O:8])[CH3:7])[C:20]=2[OH:21])=[CH:15][CH:14]=1)([CH3:12])([CH3:11])[CH3:10]. (2) Given the reactants [OH:1][C:2]1([C:9]2[CH:14]=[CH:13][C:12]([C:15]3[CH2:19][C:18]([C:24]4[CH:29]=[C:28]([Cl:30])[C:27]([Cl:31])=[C:26]([Cl:32])[CH:25]=4)([C:20]([F:23])([F:22])[F:21])[O:17][N:16]=3)=[CH:11][CH:10]=2)[CH2:5][CH:4]([C:6]([OH:8])=O)[CH2:3]1.[CH3:33][N:34](C(ON1N=NC2C=CC=NC1=2)=[N+](C)C)C.F[P-](F)(F)(F)(F)F.C1C=CC2N(O)N=NC=2C=1.CCN(C(C)C)C(C)C.CN, predict the reaction product. The product is: [CH3:33][NH:34][C:6]([CH:4]1[CH2:5][C:2]([OH:1])([C:9]2[CH:10]=[CH:11][C:12]([C:15]3[CH2:19][C:18]([C:24]4[CH:29]=[C:28]([Cl:30])[C:27]([Cl:31])=[C:26]([Cl:32])[CH:25]=4)([C:20]([F:22])([F:23])[F:21])[O:17][N:16]=3)=[CH:13][CH:14]=2)[CH2:3]1)=[O:8]. (3) Given the reactants [NH:1]1[C:9]2[C:4](=[CH:5][CH:6]=[CH:7][CH:8]=2)[CH2:3][C:2]1=[O:10].CN(C=O)C.[H-].[Na+].Cl[C:19]1[N:24]=[CH:23][N:22]=[C:21]([NH:25][C:26]2[CH:31]=[C:30]([O:32][CH3:33])[C:29]([O:34][CH3:35])=[C:28]([O:36][CH3:37])[CH:27]=2)[N:20]=1, predict the reaction product. The product is: [CH3:33][O:32][C:30]1[CH:31]=[C:26]([NH:25][C:21]2[N:20]=[CH:19][N:24]=[C:23]([C:3]3[C:4]4[C:9](=[CH:8][CH:7]=[CH:6][CH:5]=4)[NH:1][C:2]=3[OH:10])[N:22]=2)[CH:27]=[C:28]([O:36][CH3:37])[C:29]=1[O:34][CH3:35].